This data is from NCI-60 drug combinations with 297,098 pairs across 59 cell lines. The task is: Regression. Given two drug SMILES strings and cell line genomic features, predict the synergy score measuring deviation from expected non-interaction effect. (1) Drug 1: CC1=C(N=C(N=C1N)C(CC(=O)N)NCC(C(=O)N)N)C(=O)NC(C(C2=CN=CN2)OC3C(C(C(C(O3)CO)O)O)OC4C(C(C(C(O4)CO)O)OC(=O)N)O)C(=O)NC(C)C(C(C)C(=O)NC(C(C)O)C(=O)NCCC5=NC(=CS5)C6=NC(=CS6)C(=O)NCCC[S+](C)C)O. Drug 2: CNC(=O)C1=NC=CC(=C1)OC2=CC=C(C=C2)NC(=O)NC3=CC(=C(C=C3)Cl)C(F)(F)F. Cell line: T-47D. Synergy scores: CSS=4.16, Synergy_ZIP=2.22, Synergy_Bliss=-1.83, Synergy_Loewe=-1.25, Synergy_HSA=-0.138. (2) Drug 1: C1CCC(C(C1)N)N.C(=O)(C(=O)[O-])[O-].[Pt+4]. Drug 2: C1C(C(OC1N2C=NC(=NC2=O)N)CO)O. Cell line: LOX IMVI. Synergy scores: CSS=14.0, Synergy_ZIP=-5.51, Synergy_Bliss=-6.68, Synergy_Loewe=-2.22, Synergy_HSA=-3.10. (3) Drug 1: C1CC(=O)NC(=O)C1N2CC3=C(C2=O)C=CC=C3N. Drug 2: CN1C2=C(C=C(C=C2)N(CCCl)CCCl)N=C1CCCC(=O)O.Cl. Cell line: LOX IMVI. Synergy scores: CSS=7.62, Synergy_ZIP=-6.27, Synergy_Bliss=-7.24, Synergy_Loewe=-4.05, Synergy_HSA=-3.26. (4) Drug 1: CC1=CC2C(CCC3(C2CCC3(C(=O)C)OC(=O)C)C)C4(C1=CC(=O)CC4)C. Drug 2: C1=NC2=C(N=C(N=C2N1C3C(C(C(O3)CO)O)F)Cl)N. Cell line: RPMI-8226. Synergy scores: CSS=11.3, Synergy_ZIP=0.495, Synergy_Bliss=7.83, Synergy_Loewe=6.05, Synergy_HSA=6.14. (5) Drug 1: CN(C)C1=NC(=NC(=N1)N(C)C)N(C)C. Drug 2: C1=NNC2=C1C(=O)NC=N2. Cell line: SF-539. Synergy scores: CSS=-4.43, Synergy_ZIP=0.0567, Synergy_Bliss=-5.46, Synergy_Loewe=-8.27, Synergy_HSA=-8.01. (6) Drug 1: CC(CN1CC(=O)NC(=O)C1)N2CC(=O)NC(=O)C2. Drug 2: CC1CCC2CC(C(=CC=CC=CC(CC(C(=O)C(C(C(=CC(C(=O)CC(OC(=O)C3CCCCN3C(=O)C(=O)C1(O2)O)C(C)CC4CCC(C(C4)OC)O)C)C)O)OC)C)C)C)OC. Cell line: HCT116. Synergy scores: CSS=30.4, Synergy_ZIP=-5.64, Synergy_Bliss=-7.04, Synergy_Loewe=-0.786, Synergy_HSA=0.0944. (7) Drug 1: C1=NC2=C(N=C(N=C2N1C3C(C(C(O3)CO)O)F)Cl)N. Drug 2: CN(CCCl)CCCl.Cl. Cell line: MCF7. Synergy scores: CSS=2.97, Synergy_ZIP=-0.742, Synergy_Bliss=2.34, Synergy_Loewe=-3.38, Synergy_HSA=-2.80.